Dataset: Catalyst prediction with 721,799 reactions and 888 catalyst types from USPTO. Task: Predict which catalyst facilitates the given reaction. (1) Reactant: O=[C:2]([CH3:11])[CH2:3][C:4]([O:6][C:7]([CH3:10])([CH3:9])[CH3:8])=[O:5].Cl.[OH-].[NH4+:14]. Product: [NH2:14]/[C:2](/[CH3:11])=[CH:3]\[C:4]([O:6][C:7]([CH3:10])([CH3:9])[CH3:8])=[O:5]. The catalyst class is: 5. (2) Reactant: [NH2:1][C:2](=[C:5]([Cl:7])[Cl:6])[C:3]#[N:4].[N+:8]([C:11]1[CH:18]=[CH:17][C:14]([CH:15]=O)=[CH:13][CH:12]=1)([O-:10])=[O:9]. Product: [N+:8]([C:11]1[CH:18]=[CH:17][C:14]([CH:15]=[N:1][C:2](=[C:5]([Cl:7])[Cl:6])[C:3]#[N:4])=[CH:13][CH:12]=1)([O-:10])=[O:9]. The catalyst class is: 11. (3) Reactant: [NH:1]1[C:5]([NH:6][C:7]([C:9]2[CH:14]=[CH:13][CH:12]=[C:11]([C:15]3[CH:20]=[CH:19][CH:18]=[C:17]([C:21](=O)[CH3:22])[CH:16]=3)[N:10]=2)=[O:8])=[N:4][N:3]=[N:2]1.[S:24]1[C:28]2[CH:29]=[CH:30][CH:31]=[CH:32][C:27]=2[N:26]=[C:25]1[NH:33][NH2:34]. Product: [NH:1]1[C:5]([NH:6][C:7]([C:9]2[CH:14]=[CH:13][CH:12]=[C:11]([C:15]3[CH:20]=[CH:19][CH:18]=[C:17]([C:21](=[N:34][NH:33][C:25]4[S:24][C:28]5[CH:29]=[CH:30][CH:31]=[CH:32][C:27]=5[N:26]=4)[CH3:22])[CH:16]=3)[N:10]=2)=[O:8])=[N:4][N:3]=[N:2]1. The catalyst class is: 8. (4) Reactant: Br[C:2]1[CH:7]=[CH:6][C:5]([CH2:8][N:9]([CH2:20][C:21]([F:24])([F:23])[F:22])[S:10]([CH2:13][C:14]2[CH:19]=[CH:18][CH:17]=[CH:16][CH:15]=2)(=[O:12])=[O:11])=[C:4]([F:25])[CH:3]=1.C1(P(C2CCCCC2)C2C=CC=CC=2C2C(OC(C)C)=CC=CC=2OC(C)C)CCCCC1.CC(C)([O-])C.[Na+].[N:65]1([C:71](=[O:73])[CH3:72])[CH2:70][CH2:69][NH:68][CH2:67][CH2:66]1. Product: [C:71]([N:65]1[CH2:70][CH2:69][N:68]([C:2]2[CH:7]=[CH:6][C:5]([CH2:8][N:9]([CH2:20][C:21]([F:24])([F:23])[F:22])[S:10]([CH2:13][C:14]3[CH:19]=[CH:18][CH:17]=[CH:16][CH:15]=3)(=[O:12])=[O:11])=[C:4]([F:25])[CH:3]=2)[CH2:67][CH2:66]1)(=[O:73])[CH3:72]. The catalyst class is: 584. (5) Reactant: C([S:4][CH:5]1[CH2:10][CH2:9][N:8]([C:11]([O:13][C:14]([CH3:17])([CH3:16])[CH3:15])=[O:12])[CH2:7][CH2:6]1)(=O)C.C[O-].[Na+].CO.C(O)(=O)C. Product: [C:14]([O:13][C:11]([N:8]1[CH2:9][CH2:10][CH:5]([SH:4])[CH2:6][CH2:7]1)=[O:12])([CH3:17])([CH3:15])[CH3:16]. The catalyst class is: 5. (6) Reactant: [OH-].[Li+].[CH:3]1([C@H:9]([NH:14][C:15]([C:17]2[CH:22]=[CH:21][C:20]([C:23]3[CH:28]=[CH:27][CH:26]=[CH:25][CH:24]=3)=[CH:19][C:18]=2[NH:29][C:30](=[O:41])[CH2:31][C:32]2[C:37]([Cl:38])=[CH:36][C:35]([Cl:39])=[CH:34][C:33]=2[Cl:40])=[O:16])[C:10]([O:12]C)=[O:11])[CH2:8][CH2:7][CH2:6][CH2:5][CH2:4]1.CO.O. Product: [CH:3]1([C@H:9]([NH:14][C:15]([C:17]2[CH:22]=[CH:21][C:20]([C:23]3[CH:28]=[CH:27][CH:26]=[CH:25][CH:24]=3)=[CH:19][C:18]=2[NH:29][C:30](=[O:41])[CH2:31][C:32]2[C:37]([Cl:38])=[CH:36][C:35]([Cl:39])=[CH:34][C:33]=2[Cl:40])=[O:16])[C:10]([OH:12])=[O:11])[CH2:8][CH2:7][CH2:6][CH2:5][CH2:4]1. The catalyst class is: 1. (7) Reactant: [H-].[Al+3].[Li+].[H-].[H-].[H-].C1COCC1.[N:12]1[CH:17]=[CH:16][CH:15]=[CH:14][C:13]=1[CH2:18][O:19][C:20]1[CH:25]=[CH:24][C:23]([C@@:26]2([C:33]3[CH:38]=[CH:37][C:36]([C:39]4[O:43][N:42]=[C:41]([C:44](OCC)=[O:45])[CH:40]=4)=[CH:35][CH:34]=3)[CH2:31][CH:30]3[CH2:32][CH:27]2[CH2:28][CH2:29]3)=[CH:22][CH:21]=1. Product: [N:12]1[CH:17]=[CH:16][CH:15]=[CH:14][C:13]=1[CH2:18][O:19][C:20]1[CH:25]=[CH:24][C:23]([C@@:26]2([C:33]3[CH:38]=[CH:37][C:36]([C:39]4[O:43][N:42]=[C:41]([CH2:44][OH:45])[CH:40]=4)=[CH:35][CH:34]=3)[CH2:31][CH:30]3[CH2:32][CH:27]2[CH2:28][CH2:29]3)=[CH:22][CH:21]=1. The catalyst class is: 28. (8) Reactant: [Br:1][CH2:2][C:3]([C:5]1[CH:10]=[CH:9][C:8]([O:11][CH2:12][C:13]2[CH:18]=[CH:17][CH:16]=[CH:15][CH:14]=2)=[C:7]([N+:19]([O-:21])=[O:20])[CH:6]=1)=[O:4]. Product: [Br:1][CH2:2][C@@H:3]([C:5]1[CH:10]=[CH:9][C:8]([O:11][CH2:12][C:13]2[CH:18]=[CH:17][CH:16]=[CH:15][CH:14]=2)=[C:7]([N+:19]([O-:21])=[O:20])[CH:6]=1)[OH:4]. The catalyst class is: 4.